Dataset: Reaction yield outcomes from USPTO patents with 853,638 reactions. Task: Predict the reaction yield, written as a fraction of the theoretical maximum amount of product (1.0 means a 100% yield; for example, 0.34 means a 34% yield). (1) The reactants are [CH3:1][C:2]1[CH:3]=[C:4]([N:9]([C:17]2[S:18][CH:19]=[CH:20][N:21]=2)[C:10](=[O:16])[O:11][C:12]([CH3:15])([CH3:14])[CH3:13])[CH:5]=[C:6]([CH3:8])[CH:7]=1.C1C(=O)N([Br:29])C(=O)C1. The catalyst is C1COCC1. The product is [Br:29][C:19]1[S:18][C:17]([N:9]([C:4]2[CH:5]=[C:6]([CH3:8])[CH:7]=[C:2]([CH3:1])[CH:3]=2)[C:10](=[O:16])[O:11][C:12]([CH3:15])([CH3:14])[CH3:13])=[N:21][CH:20]=1. The yield is 0.900. (2) The reactants are [NH:1]1[CH2:5][CH2:4][C@@H:3]([CH2:6][OH:7])[CH2:2]1.CCN(C(C)C)C(C)C.[CH:17]1([C:20](Cl)=[O:21])[CH2:19][CH2:18]1. The catalyst is C(Cl)Cl. The product is [CH:17]1([C:20]([N:1]2[CH2:5][CH2:4][C@@H:3]([CH2:6][OH:7])[CH2:2]2)=[O:21])[CH2:19][CH2:18]1. The yield is 0.600. (3) The reactants are [O:1]1[CH2:6][CH2:5][N:4]([C:7]2[C:8]3[N:9]([CH:21]=[C:22](/[CH:24]=[CH:25]/[C:26]4[CH:35]=[CH:34][C:33]5[C:28](=[CH:29][CH:30]=[CH:31][CH:32]=5)[N:27]=4)[N:23]=3)[C:10]([C:13]3[CH:14]=[C:15]([NH2:20])[C:16]([NH2:19])=[N:17][CH:18]=3)=[CH:11][N:12]=2)[CH2:3][CH2:2]1.C1N=CN([C:41](N2C=NC=C2)=[O:42])C=1. The catalyst is C1COCC1. The product is [O:1]1[CH2:6][CH2:5][N:4]([C:7]2[C:8]3[N:9]([CH:21]=[C:22](/[CH:24]=[CH:25]/[C:26]4[CH:35]=[CH:34][C:33]5[C:28](=[CH:29][CH:30]=[CH:31][CH:32]=5)[N:27]=4)[N:23]=3)[C:10]([C:13]3[CH:14]=[C:15]4[N:20]=[C:41]([OH:42])[NH:19][C:16]4=[N:17][CH:18]=3)=[CH:11][N:12]=2)[CH2:3][CH2:2]1. The yield is 0.250. (4) The reactants are [OH:1][C:2]1[CH:3]=[C:4]([CH:8]=[C:9]([N+:11]([O-:13])=[O:12])[CH:10]=1)[C:5]([OH:7])=[O:6].[C:14]([O-:17])([O-])=O.[K+].[K+].[CH3:20][O:21][C:22]1[CH:29]=[CH:28][C:25]([CH2:26]Cl)=[CH:24][CH:23]=1.O. The catalyst is CN(C=O)C. The product is [CH3:20][O:21][C:22]1[CH:29]=[CH:28][C:25]([CH2:26][O:1][C:2]2[CH:3]=[C:4]([CH:8]=[C:9]([N+:11]([O-:13])=[O:12])[CH:10]=2)[C:5]([O:7][CH2:5][C:4]2[CH:8]=[CH:9][C:10]([O:17][CH3:14])=[CH:2][CH:3]=2)=[O:6])=[CH:24][CH:23]=1. The yield is 0.920. (5) The reactants are [N+]([O-])([O-])=O.[Ce+4].[NH4+].[N+]([O-])([O-])=O.[N+]([O-])([O-])=O.[N+]([O-])([O-])=O.[N+]([O-])([O-])=O.COC1C=CC(C[N:32]2[CH2:38][CH2:37][CH2:36][C:35]3[N:39]=[C:40]([CH2:42][O:43][C:44]4[CH:49]=[CH:48][CH:47]=[CH:46][CH:45]=4)[S:41][C:34]=3[C:33]2=[O:50])=CC=1. The catalyst is O.C(#N)C. The product is [O:43]([CH2:42][C:40]1[S:41][C:34]2[C:33](=[O:50])[NH:32][CH2:38][CH2:37][CH2:36][C:35]=2[N:39]=1)[C:44]1[CH:49]=[CH:48][CH:47]=[CH:46][CH:45]=1. The yield is 0.520. (6) The reactants are [NH2:1][C:2]1[N:3]=[CH:4][C:5]([C:17]2[CH:22]=[CH:21][C:20]([C:23]([N:25]3[CH2:30][CH2:29][N:28]([CH3:31])[CH2:27][CH2:26]3)=[O:24])=[CH:19][CH:18]=2)=[N:6][C:7]=1[C:8]1[O:9][C:10]2[CH:15]=[CH:14][N:13]=[CH:12][C:11]=2[N:16]=1.C1C=C(Cl)C=C(C(OO)=[O:40])C=1. The catalyst is ClCCl. The product is [NH2:1][C:2]1[N:3]=[CH:4][C:5]([C:17]2[CH:18]=[CH:19][C:20]([C:23]([N:25]3[CH2:30][CH2:29][N+:28]([O-:40])([CH3:31])[CH2:27][CH2:26]3)=[O:24])=[CH:21][CH:22]=2)=[N:6][C:7]=1[C:8]1[O:9][C:10]2[CH:15]=[CH:14][N:13]=[CH:12][C:11]=2[N:16]=1. The yield is 0.220. (7) The reactants are [CH3:1][O:2][C:3]1[CH:4]=[C:5]([NH:9][CH:10]([CH3:19])[CH2:11][C:12]([O:14][C:15]([CH3:18])([CH3:17])[CH3:16])=[O:13])[CH:6]=[CH:7][CH:8]=1.[Cl:20][C:21]1[CH:26]=[CH:25][C:24]([S:27](Cl)(=[O:29])=[O:28])=[CH:23][CH:22]=1. The catalyst is N1C=CC=CC=1. The product is [Cl:20][C:21]1[CH:26]=[CH:25][C:24]([S:27]([N:9]([CH:10]([CH3:19])[CH2:11][C:12]([O:14][C:15]([CH3:18])([CH3:17])[CH3:16])=[O:13])[C:5]2[CH:6]=[CH:7][CH:8]=[C:3]([O:2][CH3:1])[CH:4]=2)(=[O:29])=[O:28])=[CH:23][CH:22]=1. The yield is 0.800.